From a dataset of Reaction yield outcomes from USPTO patents with 853,638 reactions. Predict the reaction yield, written as a fraction of the theoretical maximum amount of product (1.0 means a 100% yield; for example, 0.34 means a 34% yield). (1) The reactants are [Br:1][C:2]1[CH:3]=[N:4][N:5]2[CH:10]=[CH:9][C:8](Cl)=[N:7][C:6]=12.[CH2:12]([N:14]([CH2:19][CH3:20])[CH2:15][CH2:16][CH2:17][NH2:18])[CH3:13]. No catalyst specified. The product is [Br:1][C:2]1[CH:3]=[N:4][N:5]2[CH:10]=[CH:9][C:8]([NH:18][CH2:17][CH2:16][CH2:15][N:14]([CH2:19][CH3:20])[CH2:12][CH3:13])=[N:7][C:6]=12. The yield is 0.920. (2) The reactants are [Cl:1][C:2]1[N:7]=[CH:6][N+:5]([O-])=[C:4]2[CH2:9][CH2:10][CH2:11][C:3]=12.[C:12]([O:15]C(=O)C)(=[O:14])[CH3:13]. No catalyst specified. The product is [C:12]([O:15][CH:9]1[C:4]2[N:5]=[CH:6][N:7]=[C:2]([Cl:1])[C:3]=2[CH2:11][CH2:10]1)(=[O:14])[CH3:13]. The yield is 0.630. (3) The reactants are [H-].[Na+].[Cl:3][C:4]1[CH:9]=[CH:8][C:7]([CH:10]2[C:17]3[C:13](=[N:14][N:15]([CH3:19])[C:16]=3[OH:18])[C:12](=[O:20])[N:11]2[C:21]2[CH:26]=[C:25]([CH3:27])[C:24](=[O:28])[N:23]([CH3:29])[CH:22]=2)=[CH:6][CH:5]=1.I[CH2:31][CH3:32]. The catalyst is CN(C=O)C.CCOC(C)=O.O.CCOCC. The product is [Cl:3][C:4]1[CH:9]=[CH:8][C:7]([CH:10]2[C:17]3[C:13](=[N:14][N:15]([CH3:19])[C:16]=3[O:18][CH2:31][CH3:32])[C:12](=[O:20])[N:11]2[C:21]2[CH:26]=[C:25]([CH3:27])[C:24](=[O:28])[N:23]([CH3:29])[CH:22]=2)=[CH:6][CH:5]=1. The yield is 0.500. (4) The reactants are [CH3:1][CH:2]([CH3:14])[C:3]([O:5][CH:6]([O:10][C:11](C)=S)[CH:7]([CH3:9])[CH3:8])=[O:4].[OH:15][N:16]1[C:20](=[O:21])[CH2:19][CH2:18][C:17]1=[O:22].C(OO)(=[O:25])C. The catalyst is ClCCl. The product is [CH3:1][CH:2]([CH3:14])[C:3]([O:5][CH:6]([O:10][C:11]([O:15][N:16]1[C:20](=[O:21])[CH2:19][CH2:18][C:17]1=[O:22])=[O:25])[CH:7]([CH3:9])[CH3:8])=[O:4]. The yield is 0.700. (5) The reactants are [C:1]([O:5][C:6]([N:8]1[CH2:13][CH2:12][NH:11][CH2:10][CH2:9]1)=[O:7])([CH3:4])([CH3:3])[CH3:2].O.[CH:15]([CH:17]1[CH2:19][CH2:18]1)=O.C([BH3-])#N.[Na+]. The catalyst is C1COCC1.C(O)(=O)C. The product is [C:1]([O:5][C:6]([N:8]1[CH2:13][CH2:12][N:11]([CH2:15][CH:17]2[CH2:19][CH2:18]2)[CH2:10][CH2:9]1)=[O:7])([CH3:4])([CH3:2])[CH3:3]. The yield is 0.800.